Dataset: Forward reaction prediction with 1.9M reactions from USPTO patents (1976-2016). Task: Predict the product of the given reaction. (1) The product is: [CH:30]1([C:33]2[CH:39]=[CH:38][C:36]([N:37]3[CH2:13][CH2:12][C:6]4([CH2:7][CH2:8][N:9]([S:24]([C:19]5[CH:20]=[CH:21][CH:22]=[CH:23][C:18]=5[C:17]([F:29])([F:28])[F:16])(=[O:26])=[O:25])[CH2:10][CH2:11]4)[C:4]3=[O:5])=[CH:35][CH:34]=2)[CH2:32][CH2:31]1. Given the reactants C(O[C:4]([C:6]1([CH2:12][CH2:13]OC)[CH2:11][CH2:10][NH:9][CH2:8][CH2:7]1)=[O:5])C.[F:16][C:17]([F:29])([F:28])[C:18]1[CH:23]=[CH:22][CH:21]=[CH:20][C:19]=1[S:24](Cl)(=[O:26])=[O:25].[CH:30]1([C:33]2[CH:39]=[CH:38][C:36]([NH2:37])=[CH:35][CH:34]=2)[CH2:32][CH2:31]1, predict the reaction product. (2) The product is: [C:1]1([C:7]2([CH3:17])[C:8](=[O:16])[N:9]([CH2:19][C:20]([C:22]3[CH:27]=[CH:26][CH:25]=[C:24]([F:28])[CH:23]=3)=[O:21])[C:10](=[O:15])[N:11]([CH3:14])[C:12]2=[O:13])[CH2:6][CH2:5][CH2:4][CH2:3][CH:2]=1. Given the reactants [C:1]1([C:7]2([CH3:17])[C:12](=[O:13])[N:11]([CH3:14])[C:10](=[O:15])[NH:9][C:8]2=[O:16])[CH2:6][CH2:5][CH2:4][CH2:3][CH:2]=1.Br[CH2:19][C:20]([C:22]1[CH:27]=[CH:26][CH:25]=[C:24]([F:28])[CH:23]=1)=[O:21], predict the reaction product. (3) Given the reactants [O:1]1[C:5]([C:6]2[CH:11]=[CH:10][C:9]([NH:12][NH2:13])=[CH:8][CH:7]=2)=[CH:4][N:3]=[CH:2]1.[C:14]([C:22]1[CH:27]=[CH:26][N:25]=[CH:24][CH:23]=1)(=O)[C:15]1[CH:20]=[CH:19][CH:18]=[CH:17][CH:16]=1, predict the reaction product. The product is: [O:1]1[C:5]([C:6]2[CH:7]=[CH:8][C:9]([NH:12][N:13]=[C:14]([C:22]3[CH:27]=[CH:26][N:25]=[CH:24][CH:23]=3)[C:15]3[CH:16]=[CH:17][CH:18]=[CH:19][CH:20]=3)=[CH:10][CH:11]=2)=[CH:4][N:3]=[CH:2]1. (4) Given the reactants [OH:1][CH2:2][C:3]1[C:12]2[C:7](=[CH:8][CH:9]=[CH:10][CH:11]=2)[CH:6]=[C:5]([CH2:13][CH2:14][NH:15][C:16](=[O:18])[CH3:17])[CH:4]=1.C(=O)(O)[O-].[Na+], predict the reaction product. The product is: [CH:2]([C:3]1[C:12]2[C:7](=[CH:8][CH:9]=[CH:10][CH:11]=2)[CH:6]=[C:5]([CH2:13][CH2:14][NH:15][C:16](=[O:18])[CH3:17])[CH:4]=1)=[O:1]. (5) The product is: [CH3:1][C:2]1[CH:7]=[CH:6][C:5]([S:8]([O:11][CH2:12][CH:13]2[CH2:17][C:16]3[C:18]([F:23])=[CH:19][CH:20]=[C:21]([C:26]4[CH:27]=[CH:28][CH:29]=[CH:30][C:25]=4[CH3:24])[C:15]=3[O:14]2)(=[O:10])=[O:9])=[CH:4][CH:3]=1. Given the reactants [CH3:1][C:2]1[CH:7]=[CH:6][C:5]([S:8]([O:11][CH2:12][CH:13]2[CH2:17][C:16]3[C:18]([F:23])=[CH:19][CH:20]=[C:21](Br)[C:15]=3[O:14]2)(=[O:10])=[O:9])=[CH:4][CH:3]=1.[CH3:24][C:25]1[CH:30]=[CH:29][CH:28]=[CH:27][C:26]=1B(O)O.C(=O)([O-])[O-].[K+].[K+], predict the reaction product. (6) Given the reactants O[CH2:2][CH2:3][N:4]1[CH2:8][CH2:7][CH2:6][C:5]1=[O:9].O=S(Cl)[Cl:12].C(=O)([O-])O.[Na+], predict the reaction product. The product is: [Cl:12][CH2:2][CH2:3][N:4]1[CH2:8][CH2:7][CH2:6][C:5]1=[O:9]. (7) Given the reactants [C:1]12([C:11]3[CH:16]=[C:15](I)[CH:14]=[CH:13][C:12]=3[O:18][CH3:19])[CH2:10][CH:5]3[CH2:6][CH:7]([CH2:9][CH:3]([CH2:4]3)[CH2:2]1)[CH2:8]2.[Br:20][C:21]1[CH:26]=[CH:25][C:24](B(O)O)=[CH:23][CH:22]=1.C([O-])(O)=O.[Na+], predict the reaction product. The product is: [Br:20][C:21]1[CH:26]=[CH:25][C:24]([C:15]2[CH:14]=[CH:13][C:12]([O:18][CH3:19])=[C:11]([C:1]34[CH2:8][CH:7]5[CH2:9][CH:3]([CH2:4][CH:5]([CH2:6]5)[CH2:10]3)[CH2:2]4)[CH:16]=2)=[CH:23][CH:22]=1. (8) Given the reactants Br[C:2]1[CH:7]=[CH:6][C:5]([CH:8]([CH3:26])[C:9]([C:15]2[CH:16]=[CH:17][C:18]3[O:22][C:21](=[O:23])[N:20]([CH3:24])[C:19]=3[CH:25]=2)([OH:14])[C:10]([F:13])([F:12])[F:11])=[C:4]([Cl:27])[CH:3]=1.[F:28][C:29]1[CH:34]=[C:33]([C:35]([O:37][CH3:38])=[O:36])[CH:32]=[CH:31][C:30]=1B(O)O, predict the reaction product. The product is: [CH3:38][O:37][C:35]([C:33]1[CH:32]=[CH:31][C:30]([C:2]2[CH:7]=[CH:6][C:5]([CH:8]([CH3:26])[C:9]([OH:14])([C:15]3[CH:16]=[CH:17][C:18]4[O:22][C:21](=[O:23])[N:20]([CH3:24])[C:19]=4[CH:25]=3)[C:10]([F:11])([F:13])[F:12])=[C:4]([Cl:27])[CH:3]=2)=[C:29]([F:28])[CH:34]=1)=[O:36]. (9) Given the reactants [N+:1]([C:4]1[CH:5]=[C:6]([CH:10]=[CH:11][C:12]=1[N+:13]([O-:15])=[O:14])[C:7]([OH:9])=[O:8])([O-:3])=[O:2].S(Cl)([Cl:18])=[O:17].[CH2:20]([N:22](CC)CC)[CH3:21], predict the reaction product. The product is: [N+:1]([C:4]1[CH:5]=[C:6]([CH:10]=[CH:11][C:12]=1[N+:13]([O-:15])=[O:14])[C:7]([Cl:18])=[O:8])([O-:3])=[O:2].[NH2:22][CH2:20][C:21]([O:9][CH2:7][C:6]1[CH:5]=[CH:4][CH:12]=[CH:11][CH:10]=1)=[O:17].